This data is from Forward reaction prediction with 1.9M reactions from USPTO patents (1976-2016). The task is: Predict the product of the given reaction. (1) Given the reactants [CH3:1][C:2]1[O:6][C:5]([C:7]2[CH:12]=[CH:11][CH:10]=[CH:9][CH:8]=2)=[N:4][C:3]=1[CH2:13][O:14][C:15]1[CH:32]=[CH:31][C:18]([CH2:19][O:20][C:21]2[CH:22]=[C:23]([C:27](OC)=[O:28])[CH:24]=[N:25][CH:26]=2)=[CH:17][CH:16]=1.[BH4-].[Na+].O1CCCC1.CO, predict the reaction product. The product is: [CH3:1][C:2]1[O:6][C:5]([C:7]2[CH:8]=[CH:9][CH:10]=[CH:11][CH:12]=2)=[N:4][C:3]=1[CH2:13][O:14][C:15]1[CH:32]=[CH:31][C:18]([CH2:19][O:20][C:21]2[CH:22]=[C:23]([CH2:27][OH:28])[CH:24]=[N:25][CH:26]=2)=[CH:17][CH:16]=1. (2) Given the reactants [CH2:1]([O:8][C:9]1[CH:10]=[CH:11][C:12]([C:20](=[O:23])[CH2:21][Br:22])=[C:13]2[C:18]=1[NH:17][C:16](=[O:19])[CH:15]=[CH:14]2)[C:2]1[CH:7]=[CH:6][CH:5]=[CH:4][CH:3]=1.CO, predict the reaction product. The product is: [CH2:1]([O:8][C:9]1[CH:10]=[CH:11][C:12]([C@@H:20]([OH:23])[CH2:21][Br:22])=[C:13]2[C:18]=1[NH:17][C:16](=[O:19])[CH:15]=[CH:14]2)[C:2]1[CH:3]=[CH:4][CH:5]=[CH:6][CH:7]=1. (3) Given the reactants C[O:2][C:3]([C:5]1[C:14]2[C:9](=[CH:10][C:11]([O:17][CH3:18])=[C:12]([O:15][CH3:16])[CH:13]=2)[C:8](=[O:19])[N:7]([CH:20]([CH2:23][CH3:24])[CH2:21][CH3:22])[CH:6]=1)=[O:4].[OH-].[Li+], predict the reaction product. The product is: [CH2:21]([CH:20]([N:7]1[CH:6]=[C:5]([C:3]([OH:4])=[O:2])[C:14]2[C:9](=[CH:10][C:11]([O:17][CH3:18])=[C:12]([O:15][CH3:16])[CH:13]=2)[C:8]1=[O:19])[CH2:23][CH3:24])[CH3:22].